Task: Predict the reactants needed to synthesize the given product.. Dataset: Full USPTO retrosynthesis dataset with 1.9M reactions from patents (1976-2016) (1) Given the product [F:1][C:2]1[CH:3]=[C:4]([CH3:11])[C:5]([C:6]([OH:8])=[O:7])=[C:9]([I:12])[CH:10]=1, predict the reactants needed to synthesize it. The reactants are: [F:1][C:2]1[CH:10]=[CH:9][C:5]([C:6]([OH:8])=[O:7])=[C:4]([CH3:11])[CH:3]=1.[I:12]NC(=O)CCC(N)=O.CN(C=O)C. (2) Given the product [NH:18]1[C:19]2[C:15](=[CH:14][C:13]([O:12][C:6]3[C:5]4[C:10](=[CH:11][C:2]([O:1][CH2:25][CH2:26][N:27]5[CH2:31][CH2:30][CH2:29][CH2:28]5)=[C:3]([O:22][CH3:23])[CH:4]=4)[N:9]=[CH:8][N:7]=3)=[CH:21][CH:20]=2)[CH:16]=[CH:17]1, predict the reactants needed to synthesize it. The reactants are: [OH:1][C:2]1[CH:11]=[C:10]2[C:5]([C:6]([O:12][C:13]3[CH:14]=[C:15]4[C:19](=[CH:20][CH:21]=3)[NH:18][CH:17]=[CH:16]4)=[N:7][CH:8]=[N:9]2)=[CH:4][C:3]=1[O:22][CH3:23].O[CH2:25][CH2:26][N:27]1[CH2:31][CH2:30][CH2:29][CH2:28]1. (3) Given the product [F:8][C:7]1[C:2]2[NH:1][C:13](=[O:14])[CH2:12][O:10][C:3]=2[C:4]([F:9])=[CH:5][CH:6]=1, predict the reactants needed to synthesize it. The reactants are: [NH2:1][C:2]1[C:7]([F:8])=[CH:6][CH:5]=[C:4]([F:9])[C:3]=1[OH:10].Cl[CH2:12][C:13](Cl)=[O:14].C([O-])([O-])=O.[K+].[K+]. (4) The reactants are: [C:1]([C:3]1[CH:7]=[C:6]([S:8]([N:11]2[C:17]3[CH:18]=[CH:19][CH:20]=[CH:21][C:16]=3[CH2:15][CH2:14][CH2:13][CH2:12]2)(=[O:10])=[O:9])[S:5][C:4]=1[N:22]=CN(C)C)#[N:2].Cl.O.C(=O)([O-])O.[Na+]. Given the product [NH2:22][C:4]1[S:5][C:6]([S:8]([N:11]2[C:17]3[CH:18]=[CH:19][CH:20]=[CH:21][C:16]=3[CH2:15][CH2:14][CH2:13][CH2:12]2)(=[O:10])=[O:9])=[CH:7][C:3]=1[C:1]#[N:2], predict the reactants needed to synthesize it. (5) Given the product [Cl:18][C:4]1[CH:3]=[C:2]2[C:11]([CH:12]=[CH:13][NH:1]2)=[CH:10][C:5]=1[C:6]([O:8][CH3:9])=[O:7], predict the reactants needed to synthesize it. The reactants are: [NH2:1][C:2]1[C:11]([C:12]#[C:13][Si](C)(C)C)=[CH:10][C:5]([C:6]([O:8][CH3:9])=[O:7])=[C:4]([Cl:18])[CH:3]=1.